From a dataset of Reaction yield outcomes from USPTO patents with 853,638 reactions. Predict the reaction yield, written as a fraction of the theoretical maximum amount of product (1.0 means a 100% yield; for example, 0.34 means a 34% yield). (1) The reactants are [H-].[Na+].[Cl:3][CH2:4][CH2:5][CH2:6][O:7][C:8]1[CH:13]=[CH:12][C:11]([C:14]2[S:15][C:16]3[C:17](=[O:26])[NH:18][CH2:19][C:20]([CH3:25])([CH3:24])[CH2:21][C:22]=3[N:23]=2)=[CH:10][CH:9]=1.I[CH3:28]. The catalyst is CN(C=O)C. The product is [Cl:3][CH2:4][CH2:5][CH2:6][O:7][C:8]1[CH:13]=[CH:12][C:11]([C:14]2[S:15][C:16]3[C:17](=[O:26])[N:18]([CH3:28])[CH2:19][C:20]([CH3:24])([CH3:25])[CH2:21][C:22]=3[N:23]=2)=[CH:10][CH:9]=1. The yield is 0.260. (2) The reactants are [O:1]=[C:2]([CH2:9][CH2:10][CH3:11])[CH2:3][C:4]([O:6][CH2:7][CH3:8])=[O:5].[CH2:12](O)[CH2:13][CH2:14][OH:15].C(OC)(OC)OC.C(N(CC)CC)C. The catalyst is O.C1(C)C=CC(S(O)(=O)=O)=CC=1. The product is [CH2:7]([O:6][C:4](=[O:5])[CH2:3][C:2]1([CH2:9][CH2:10][CH3:11])[O:15][CH2:14][CH2:13][CH2:12][O:1]1)[CH3:8]. The yield is 0.805.